This data is from NCI-60 drug combinations with 297,098 pairs across 59 cell lines. The task is: Regression. Given two drug SMILES strings and cell line genomic features, predict the synergy score measuring deviation from expected non-interaction effect. (1) Drug 1: CC1=CC2C(CCC3(C2CCC3(C(=O)C)OC(=O)C)C)C4(C1=CC(=O)CC4)C. Drug 2: COCCOC1=C(C=C2C(=C1)C(=NC=N2)NC3=CC=CC(=C3)C#C)OCCOC.Cl. Cell line: NCI-H226. Synergy scores: CSS=5.32, Synergy_ZIP=7.79, Synergy_Bliss=9.06, Synergy_Loewe=1.99, Synergy_HSA=3.34. (2) Drug 1: CCC1=CC2CC(C3=C(CN(C2)C1)C4=CC=CC=C4N3)(C5=C(C=C6C(=C5)C78CCN9C7C(C=CC9)(C(C(C8N6C)(C(=O)OC)O)OC(=O)C)CC)OC)C(=O)OC.C(C(C(=O)O)O)(C(=O)O)O. Drug 2: CCCCCOC(=O)NC1=NC(=O)N(C=C1F)C2C(C(C(O2)C)O)O. Cell line: OVCAR-8. Synergy scores: CSS=8.83, Synergy_ZIP=0.366, Synergy_Bliss=0.773, Synergy_Loewe=-50.6, Synergy_HSA=0.563. (3) Drug 1: CN(C)C1=NC(=NC(=N1)N(C)C)N(C)C. Drug 2: CC1=C(C=C(C=C1)C(=O)NC2=CC(=CC(=C2)C(F)(F)F)N3C=C(N=C3)C)NC4=NC=CC(=N4)C5=CN=CC=C5. Cell line: HS 578T. Synergy scores: CSS=-13.1, Synergy_ZIP=5.31, Synergy_Bliss=0.491, Synergy_Loewe=-7.11, Synergy_HSA=-7.27. (4) Drug 1: CN1CCC(CC1)COC2=C(C=C3C(=C2)N=CN=C3NC4=C(C=C(C=C4)Br)F)OC. Drug 2: C1=CN(C(=O)N=C1N)C2C(C(C(O2)CO)O)O.Cl. Cell line: KM12. Synergy scores: CSS=7.47, Synergy_ZIP=1.07, Synergy_Bliss=3.19, Synergy_Loewe=-3.39, Synergy_HSA=-0.162. (5) Drug 1: CCN(CC)CCNC(=O)C1=C(NC(=C1C)C=C2C3=C(C=CC(=C3)F)NC2=O)C. Drug 2: C(CC(=O)O)C(=O)CN.Cl. Cell line: HT29. Synergy scores: CSS=-2.51, Synergy_ZIP=-0.848, Synergy_Bliss=-4.88, Synergy_Loewe=-5.87, Synergy_HSA=-6.04. (6) Cell line: HS 578T. Synergy scores: CSS=2.43, Synergy_ZIP=-0.141, Synergy_Bliss=1.72, Synergy_Loewe=0.140, Synergy_HSA=-0.244. Drug 1: CC1C(C(=O)NC(C(=O)N2CCCC2C(=O)N(CC(=O)N(C(C(=O)O1)C(C)C)C)C)C(C)C)NC(=O)C3=C4C(=C(C=C3)C)OC5=C(C(=O)C(=C(C5=N4)C(=O)NC6C(OC(=O)C(N(C(=O)CN(C(=O)C7CCCN7C(=O)C(NC6=O)C(C)C)C)C)C(C)C)C)N)C. Drug 2: CCN(CC)CCNC(=O)C1=C(NC(=C1C)C=C2C3=C(C=CC(=C3)F)NC2=O)C. (7) Drug 1: C1C(C(OC1N2C=NC3=C(N=C(N=C32)Cl)N)CO)O. Drug 2: CC12CCC3C(C1CCC2OP(=O)(O)O)CCC4=C3C=CC(=C4)OC(=O)N(CCCl)CCCl.[Na+]. Cell line: M14. Synergy scores: CSS=54.9, Synergy_ZIP=-4.04, Synergy_Bliss=-7.20, Synergy_Loewe=-12.1, Synergy_HSA=-3.43.